Predict the product of the given reaction. From a dataset of Forward reaction prediction with 1.9M reactions from USPTO patents (1976-2016). (1) Given the reactants [CH:1]([N:4]1[C:8]([C:9]2[S:10][C:11]3[CH2:12][CH2:13][O:14][C:15]4[CH:22]=[C:21]([C:23]5[CH:24]=[N:25][N:26]([C:28]([CH3:33])([CH3:32])[C:29](O)=[O:30])[CH:27]=5)[CH:20]=[CH:19][C:16]=4[C:17]=3[N:18]=2)=[N:7][CH:6]=[N:5]1)([CH3:3])[CH3:2].C(Cl)(=O)C(Cl)=O.[CH3:40][N:41]1[CH2:44][CH:43]([NH2:45])[CH2:42]1.C(N(CC)CC)C, predict the reaction product. The product is: [CH:1]([N:4]1[C:8]([C:9]2[S:10][C:11]3[CH2:12][CH2:13][O:14][C:15]4[CH:22]=[C:21]([C:23]5[CH:24]=[N:25][N:26]([C:28]([CH3:33])([CH3:32])[C:29]([NH:45][CH:43]6[CH2:44][N:41]([CH3:40])[CH2:42]6)=[O:30])[CH:27]=5)[CH:20]=[CH:19][C:16]=4[C:17]=3[N:18]=2)=[N:7][CH:6]=[N:5]1)([CH3:3])[CH3:2]. (2) Given the reactants C([O:3][C:4]([CH:6]1[C:14]2[N:13]=[CH:12][N:11]([C:15]([C:28]3[CH:33]=[CH:32][CH:31]=[CH:30][CH:29]=3)([C:22]3[CH:27]=[CH:26][CH:25]=[CH:24][CH:23]=3)[C:16]3[CH:21]=[CH:20][CH:19]=[CH:18][CH:17]=3)[C:10]=2[CH2:9][CH2:8][CH2:7]1)=O)C.[H-].[Al+3].[Li+].[H-].[H-].[H-].[OH-].[Na+].Cl, predict the reaction product. The product is: [OH:3][CH2:4][CH:6]1[C:14]2[N:13]=[CH:12][N:11]([C:15]([C:16]3[CH:21]=[CH:20][CH:19]=[CH:18][CH:17]=3)([C:28]3[CH:29]=[CH:30][CH:31]=[CH:32][CH:33]=3)[C:22]3[CH:27]=[CH:26][CH:25]=[CH:24][CH:23]=3)[C:10]=2[CH2:9][CH2:8][CH2:7]1. (3) Given the reactants [C:1]([CH:4]([NH:8][C:9](=[O:18])[C:10]1[CH:15]=[CH:14][C:13]([O:16][CH3:17])=[CH:12][CH:11]=1)[CH2:5][CH:6]=[CH2:7])(=O)[CH3:2].FC(F)(F)C(O)=O.FC(F)(F)C(OC(=O)C(F)(F)F)=O, predict the reaction product. The product is: [CH2:5]([C:4]1[N:8]=[C:9]([C:10]2[CH:11]=[CH:12][C:13]([O:16][CH3:17])=[CH:14][CH:15]=2)[O:18][C:1]=1[CH3:2])[CH:6]=[CH2:7]. (4) Given the reactants [CH3:1][O:2][C:3]1[CH:4]=[C:5]2[C:9](=[CH:10][C:11]=1[O:12][CH3:13])[N:8]([CH3:14])[CH:7]=[C:6]2[C:15]1[N:25](S(C2C=CC(C)=CC=2)(=O)=O)[C:18]2=[N:19][CH:20]=[CH:21][C:22]([CH2:23][NH2:24])=[C:17]2[CH:16]=1.[OH-].[K+], predict the reaction product. The product is: [CH3:1][O:2][C:3]1[CH:4]=[C:5]2[C:9](=[CH:10][C:11]=1[O:12][CH3:13])[N:8]([CH3:14])[CH:7]=[C:6]2[C:15]1[NH:25][C:18]2=[N:19][CH:20]=[CH:21][C:22]([CH2:23][NH2:24])=[C:17]2[CH:16]=1. (5) The product is: [CH2:16]([N:6]1[C@H:5]([CH3:8])[CH2:4][N:3]([C:9]([O:11][CH2:12][CH3:13])=[O:10])[C@@H:2]([CH3:1])[CH2:7]1)[CH:15]=[CH2:14]. Given the reactants [CH3:1][C@H:2]1[CH2:7][NH:6][C@H:5]([CH3:8])[CH2:4][N:3]1[C:9]([O:11][CH2:12][CH3:13])=[O:10].[CH2:14](Br)[CH:15]=[CH2:16].C(=O)([O-])[O-].[Na+].[Na+], predict the reaction product.